This data is from Peptide-MHC class II binding affinity with 134,281 pairs from IEDB. The task is: Regression. Given a peptide amino acid sequence and an MHC pseudo amino acid sequence, predict their binding affinity value. This is MHC class II binding data. (1) The peptide sequence is SQDLEESWNLNGLQAY. The MHC is DRB1_1302 with pseudo-sequence DRB1_1302. The binding affinity (normalized) is 0.371. (2) The peptide sequence is TSGSPIVNRNGEVIG. The MHC is DRB1_1101 with pseudo-sequence DRB1_1101. The binding affinity (normalized) is 0. (3) The peptide sequence is YQSYGPSGQYTHEFD. The MHC is DRB1_0401 with pseudo-sequence DRB1_0401. The binding affinity (normalized) is 0. (4) The peptide sequence is EADYSQIPISINYRT. The MHC is DRB5_0101 with pseudo-sequence DRB5_0101. The binding affinity (normalized) is 0.283. (5) The peptide sequence is AAGTYVAADAAAAST. The MHC is HLA-DPA10103-DPB10401 with pseudo-sequence HLA-DPA10103-DPB10401. The binding affinity (normalized) is 0.0235.